The task is: Predict which catalyst facilitates the given reaction.. This data is from Catalyst prediction with 721,799 reactions and 888 catalyst types from USPTO. (1) Reactant: [CH2:1]([O:3][C:4]([N:6]1[CH2:20][CH2:19][C:10]2[C:11]3[C:12](=[O:18])[CH2:13][CH2:14][C:15]=3[CH:16]=[CH:17][C:9]=2[CH2:8][CH2:7]1)=[O:5])[CH3:2].[CH:21]1([Mg]Br)[CH2:23][CH2:22]1. The catalyst class is: 27. Product: [CH2:1]([O:3][C:4]([N:6]1[CH2:20][CH2:19][C:10]2[C:11]3[C:12]([CH:21]4[CH2:23][CH2:22]4)([OH:18])[CH2:13][CH2:14][C:15]=3[CH:16]=[CH:17][C:9]=2[CH2:8][CH2:7]1)=[O:5])[CH3:2]. (2) Reactant: C(=O)([O-])[O-].[K+].[K+].[NH:7]1[CH2:11][CH2:10][CH2:9][CH2:8]1.Cl[CH2:13][CH2:14][CH2:15][OH:16]. Product: [N:7]1([CH2:13][CH2:14][CH2:15][OH:16])[CH2:11][CH2:10][CH2:9][CH2:8]1.[C:14]1([CH3:15])[CH:11]=[CH:10][CH:9]=[CH:8][CH:13]=1. The catalyst class is: 11. (3) Reactant: [Br:1][C:2]1[CH:7]=[CH:6][C:5]([C@@H:8]([NH2:10])[CH3:9])=[CH:4][C:3]=1[CH3:11].Cl[C:13](Cl)([O:15]C(=O)OC(Cl)(Cl)Cl)Cl.C1(C2(CC(O)(C)C)OC(=O)N([C@H](C3C=CC(C4C=CN(C)C(=O)C=4)=CC=3)C)CC2)CC1. Product: [Br:1][C:2]1[CH:7]=[CH:6][C:5]([C@@H:8]([N:10]=[C:13]=[O:15])[CH3:9])=[CH:4][C:3]=1[CH3:11]. The catalyst class is: 5. (4) Reactant: [CH:1]([C:4]1[CH:8]=[C:7]([N:9]2[CH2:40][CH2:39][C:12]3[N:13]=[C:14]([C:19]4[CH:27]=[CH:26][CH:25]=[C:24]5[C:20]=4[C:21]([CH3:38])=[CH:22][N:23]5[S:28]([C:31]4[CH:37]=[CH:36][C:34]([CH3:35])=[CH:33][CH:32]=4)(=[O:30])=[O:29])[N:15]=[C:16]([O:17]C)[C:11]=3[CH2:10]2)[N:6]([CH3:41])[N:5]=1)([CH3:3])[CH3:2].Cl.C([O-])(O)=O.[Na+]. Product: [CH:1]([C:4]1[CH:8]=[C:7]([N:9]2[CH2:40][CH2:39][C:12]3[N:13]=[C:14]([C:19]4[CH:27]=[CH:26][CH:25]=[C:24]5[C:20]=4[C:21]([CH3:38])=[CH:22][N:23]5[S:28]([C:31]4[CH:32]=[CH:33][C:34]([CH3:35])=[CH:36][CH:37]=4)(=[O:30])=[O:29])[N:15]=[C:16]([OH:17])[C:11]=3[CH2:10]2)[N:6]([CH3:41])[N:5]=1)([CH3:3])[CH3:2]. The catalyst class is: 8. (5) Reactant: [NH2:1][C:2]1[CH:7]=[C:6]([C:8]([F:11])([F:10])[F:9])[C:5]([Cl:12])=[CH:4][C:3]=1[NH:13][CH:14]1[CH2:19][CH2:18][N:17]([C:20]([O:22][C:23]([CH3:26])([CH3:25])[CH3:24])=[O:21])[CH2:16][CH2:15]1.Cl[C:28](Cl)([O:30]C(=O)OC(Cl)(Cl)Cl)Cl.C(N(C(C)C)CC)(C)C. Product: [F:10][C:8]([F:11])([F:9])[C:6]1[C:5]([Cl:12])=[CH:4][C:3]2[N:13]([CH:14]3[CH2:15][CH2:16][N:17]([C:20]([O:22][C:23]([CH3:26])([CH3:25])[CH3:24])=[O:21])[CH2:18][CH2:19]3)[C:28](=[O:30])[NH:1][C:2]=2[CH:7]=1. The catalyst class is: 4. (6) Reactant: [NH2:1][C:2]1[N:3]=[C:4]([N:17]2[CH2:22][CH2:21][N:20]([C:23]([O:25][C:26]([CH3:29])([CH3:28])[CH3:27])=[O:24])[CH2:19][CH2:18]2)[C:5]2[CH2:12][CH2:11][CH2:10][C:9]3[CH:13]=[CH:14][CH:15]=[CH:16][C:8]=3[C:6]=2[N:7]=1.N1C=CC=CC=1.[C:36](OC(=O)C)(=[O:38])[CH3:37]. Product: [C:36]([NH:1][C:2]1[N:3]=[C:4]([N:17]2[CH2:18][CH2:19][N:20]([C:23]([O:25][C:26]([CH3:29])([CH3:28])[CH3:27])=[O:24])[CH2:21][CH2:22]2)[C:5]2[CH2:12][CH2:11][CH2:10][C:9]3[CH:13]=[CH:14][CH:15]=[CH:16][C:8]=3[C:6]=2[N:7]=1)(=[O:38])[CH3:37]. The catalyst class is: 22. (7) Reactant: [OH:1][C:2]1[C:7]([C:8]2[CH:13]=[CH:12][CH:11]=[C:10]([N+:14]([O-:16])=[O:15])[CH:9]=2)=[N:6][NH:5][C:4](=[O:17])[C:3]=1[C:18]([O:20][CH2:21][CH3:22])=[O:19].[H-].[Na+].I[CH3:26].Cl. Product: [OH:1][C:2]1[C:7]([C:8]2[CH:13]=[CH:12][CH:11]=[C:10]([N+:14]([O-:16])=[O:15])[CH:9]=2)=[N:6][N:5]([CH3:26])[C:4](=[O:17])[C:3]=1[C:18]([O:20][CH2:21][CH3:22])=[O:19]. The catalyst class is: 3. (8) Reactant: [Mg].Cl[Si:3]([CH3:6])([CH3:5])[CH3:4].Br[C:8]1[CH:9]=[CH:10][C:11]([F:20])=[C:12]([C:14](=[O:19])[C:15](F)([F:17])[F:16])[CH:13]=1. Product: [F:16][C:15]([F:17])=[C:14]([C:12]1[CH:13]=[C:8]([Si:3]([CH3:6])([CH3:5])[CH3:4])[CH:9]=[CH:10][C:11]=1[F:20])[O:19][Si:3]([CH3:6])([CH3:5])[CH3:4]. The catalyst class is: 1. (9) Reactant: [Cl:1][C:2]1[C:7]([F:8])=[CH:6][CH:5]=[CH:4][C:3]=1[C@:9]([NH:19][S@@:20]([C:22]([CH3:25])([CH3:24])[CH3:23])=[O:21])([CH3:18])[CH2:10][C:11](OC(C)(C)C)=[O:12].[BH4-].[Li+].CO. Product: [Cl:1][C:2]1[C:7]([F:8])=[CH:6][CH:5]=[CH:4][C:3]=1[C@@:9]([NH:19][S@@:20]([C:22]([CH3:25])([CH3:24])[CH3:23])=[O:21])([CH2:10][CH2:11][OH:12])[CH3:18]. The catalyst class is: 7. (10) Reactant: [F:1][C:2]([F:28])([F:27])[C:3]1[CH:4]=[C:5]([C:13]2[N:17]=[CH:16][N:15](/[CH:18]=[C:19](\[Br:26])/[C:20]([O:22]C(C)C)=[O:21])[N:14]=2)[CH:6]=[C:7]([C:9]([F:12])([F:11])[F:10])[CH:8]=1.[OH-].[Li+].Cl. Product: [F:27][C:2]([F:1])([F:28])[C:3]1[CH:4]=[C:5]([C:13]2[N:17]=[CH:16][N:15](/[CH:18]=[C:19](\[Br:26])/[C:20]([OH:22])=[O:21])[N:14]=2)[CH:6]=[C:7]([C:9]([F:10])([F:11])[F:12])[CH:8]=1. The catalyst class is: 30.